This data is from Full USPTO retrosynthesis dataset with 1.9M reactions from patents (1976-2016). The task is: Predict the reactants needed to synthesize the given product. (1) Given the product [Cl:1][C:2]1[CH:3]=[C:4]([CH:7]=[CH:8][CH:9]=1)[CH2:5][NH:6][C:12](=[O:13])[C:11]([CH3:16])([CH3:15])[CH3:10], predict the reactants needed to synthesize it. The reactants are: [Cl:1][C:2]1[CH:3]=[C:4]([CH:7]=[CH:8][CH:9]=1)[CH2:5][NH2:6].[CH3:10][C:11]([CH3:16])([CH3:15])[C:12](Cl)=[O:13].CCN(CC)CC. (2) Given the product [OH:26][CH2:27][CH2:28][N:29]([CH2:40][CH2:41][OH:42])[S:30]([C:33]1[CH:34]=[N:35][CH:36]=[C:37]([C:2]#[C:1][C:3]2[CH:4]=[N:5][N:6]3[C:11]([C:12]([F:14])([F:13])[F:15])=[CH:10][C:9]([C:16]4[CH:21]=[CH:20][C:19]([C:22]([F:25])([F:24])[F:23])=[CH:18][CH:17]=4)=[N:8][C:7]=23)[CH:38]=1)(=[O:32])=[O:31], predict the reactants needed to synthesize it. The reactants are: [C:1]([C:3]1[CH:4]=[N:5][N:6]2[C:11]([C:12]([F:15])([F:14])[F:13])=[CH:10][C:9]([C:16]3[CH:21]=[CH:20][C:19]([C:22]([F:25])([F:24])[F:23])=[CH:18][CH:17]=3)=[N:8][C:7]=12)#[CH:2].[OH:26][CH2:27][CH2:28][N:29]([CH2:40][CH2:41][OH:42])[S:30]([C:33]1[CH:34]=[N:35][CH:36]=[C:37](Br)[CH:38]=1)(=[O:32])=[O:31]. (3) Given the product [C:16]1([CH:15]([C:22]2[CH:27]=[CH:26][CH:25]=[CH:24][CH:23]=2)[CH2:14][CH2:13][NH:12][C:10]2[C:9]3[C:4](=[CH:5][CH:6]=[CH:7][CH:8]=3)[N:3]=[C:2]([N:28]3[CH2:33][CH2:32][CH2:31][CH2:30][CH2:29]3)[N:11]=2)[CH:21]=[CH:20][CH:19]=[CH:18][CH:17]=1, predict the reactants needed to synthesize it. The reactants are: Cl[C:2]1[N:11]=[C:10]([NH:12][CH2:13][CH2:14][CH:15]([C:22]2[CH:27]=[CH:26][CH:25]=[CH:24][CH:23]=2)[C:16]2[CH:21]=[CH:20][CH:19]=[CH:18][CH:17]=2)[C:9]2[C:4](=[CH:5][CH:6]=[CH:7][CH:8]=2)[N:3]=1.[NH:28]1[CH2:33][CH2:32][CH2:31][CH2:30][CH2:29]1. (4) Given the product [CH3:35][O:34][C:31]1[CH:32]=[CH:33][C:28]([C@H:26]2[CH2:27][C@@H:25]2[CH2:24][O:23][C:10]2[CH:11]=[C:12]([NH:15][CH2:16][C:17]3[S:18][C:19]([CH3:22])=[N:20][N:21]=3)[C:13](=[O:14])[NH:8][N:9]=2)=[N:29][CH:30]=1, predict the reactants needed to synthesize it. The reactants are: COC1C=CC(C[N:8]2[C:13](=[O:14])[C:12]([NH:15][CH2:16][C:17]3[S:18][C:19]([CH3:22])=[N:20][N:21]=3)=[CH:11][C:10]([O:23][CH2:24][C@H:25]3[CH2:27][C@@H:26]3[C:28]3[CH:33]=[CH:32][C:31]([O:34][CH3:35])=[CH:30][N:29]=3)=[N:9]2)=CC=1. (5) Given the product [NH2:14][C:15]1[N:24]=[CH:23][C:22]2[CH2:21][CH2:20][C:19]3=[C:25]4[C:32](=[O:33])[NH:31][CH2:30][CH2:29][CH2:28][N:26]4[N:27]=[C:18]3[C:17]=2[N:16]=1, predict the reactants needed to synthesize it. The reactants are: CN1CCN(C2C=CC([NH:14][C:15]3[N:24]=[CH:23][C:22]4[CH2:21][CH2:20][C:19]5=[C:25]6[C:32](=[O:33])[NH:31][CH2:30][CH2:29][CH2:28][N:26]6[N:27]=[C:18]5[C:17]=4[N:16]=3)=CC=2C(F)(F)F)CC1.ClC1C=C(NC2N=CC3CCC4=C5C(=O)NCCCN5N=C4C=3N=2)C=CC=1N1CCN(C)CC1.CN1CCN(C2C=CC(NC3N=CC4CCC5=C6C(=O)NCCCN6N=C5C=4N=3)=CC=2)CC1.